This data is from Catalyst prediction with 721,799 reactions and 888 catalyst types from USPTO. The task is: Predict which catalyst facilitates the given reaction. (1) Reactant: Cl[C:2]1[N:7]=[C:6]([NH:8][C:9]2[CH:13]=[C:12]([CH:14]([CH3:16])[CH3:15])[NH:11][N:10]=2)[CH:5]=[C:4]([Cl:17])[N:3]=1.C(N(C(C)C)CC)(C)C.[C:27]1([C:33]2[CH:37]=[C:36]([CH2:38][NH2:39])[O:35][N:34]=2)[CH:32]=[CH:31][CH:30]=[CH:29][CH:28]=1. Product: [Cl:17][C:4]1[N:3]=[C:2]([NH:39][CH2:38][C:36]2[O:35][N:34]=[C:33]([C:27]3[CH:28]=[CH:29][CH:30]=[CH:31][CH:32]=3)[CH:37]=2)[N:7]=[C:6]([NH:8][C:9]2[CH:13]=[C:12]([CH:14]([CH3:16])[CH3:15])[NH:11][N:10]=2)[CH:5]=1. The catalyst class is: 51. (2) Reactant: [CH2:1]([O:4][C:5]1([CH3:38])[CH2:10][CH2:9][N:8]([C:11]2[N:16]3[N:17]=[C:18]([C:20]4[CH:25]=[CH:24][CH:23]=[C:22](Br)[CH:21]=4)[CH:19]=[C:15]3[N:14]=[C:13]([CH3:27])[C:12]=2[C@H:28]([O:33][C:34]([CH3:37])([CH3:36])[CH3:35])[C:29]([O:31][CH3:32])=[O:30])[CH2:7][CH2:6]1)[CH:2]=[CH2:3].[F:39][C:40]1[CH:41]=[CH:42][C:43]([OH:49])=[C:44](B(O)O)[CH:45]=1.CN(C=O)C.C([O-])([O-])=O.[Na+].[Na+]. Product: [CH2:1]([O:4][C:5]1([CH3:38])[CH2:10][CH2:9][N:8]([C:11]2[N:16]3[N:17]=[C:18]([C:20]4[CH:21]=[C:22]([C:42]5[CH:41]=[C:40]([F:39])[CH:45]=[CH:44][C:43]=5[OH:49])[CH:23]=[CH:24][CH:25]=4)[CH:19]=[C:15]3[N:14]=[C:13]([CH3:27])[C:12]=2[C@H:28]([O:33][C:34]([CH3:37])([CH3:36])[CH3:35])[C:29]([O:31][CH3:32])=[O:30])[CH2:7][CH2:6]1)[CH:2]=[CH2:3]. The catalyst class is: 518. (3) Reactant: [CH3:1][CH:2]1[C:10]2[C:5](=[CH:6][CH:7]=[C:8](OS(C(F)(F)F)(=O)=O)[CH:9]=2)[C:4](=[O:19])[O:3]1.[CH:20]([B-](F)(F)F)=[CH2:21].[K+].C(N(CC)CC)C.Cl. Product: [CH3:1][CH:2]1[C:10]2[C:5](=[CH:6][CH:7]=[C:8]([CH:20]=[CH2:21])[CH:9]=2)[C:4](=[O:19])[O:3]1. The catalyst class is: 252. (4) Reactant: C(N(CC)C(C)C)(C)C.[F:10][C:11]1[C:16]([F:17])=[CH:15][CH:14]=[CH:13][C:12]=1[C@@:18]([NH:23][S@@:24]([C:26]([CH3:29])([CH3:28])[CH3:27])=[O:25])([CH2:20][CH2:21][OH:22])[CH3:19].S(=O)(=O)=O.N1C=CC=CC=1.O. Product: [F:10][C:11]1[C:16]([F:17])=[CH:15][CH:14]=[CH:13][C:12]=1[C@@:18]([NH:23][S@@:24]([C:26]([CH3:29])([CH3:28])[CH3:27])=[O:25])([CH2:20][CH:21]=[O:22])[CH3:19]. The catalyst class is: 583. (5) Reactant: N[OH:2].[F:3][C:4]1[CH:9]=[C:8]([I:10])[CH:7]=[CH:6][C:5]=1[NH:11][C:12]1[S:16][C:15]2[C:17](=[O:23])[CH2:18][C:19]([CH3:22])([CH3:21])[CH2:20][C:14]=2[C:13]=1[C:24]#[N:25]. Product: [F:3][C:4]1[CH:9]=[C:8]([I:10])[CH:7]=[CH:6][C:5]=1[NH:11][C:12]1[S:16][C:15]2[C:17](=[O:23])[CH2:18][C:19]([CH3:21])([CH3:22])[CH2:20][C:14]=2[C:13]=1[C:24]([NH2:25])=[O:2]. The catalyst class is: 220. (6) Reactant: [Cl:1][C:2]1[C:3]([C:26]([F:29])([F:28])[F:27])=[CH:4][C:5]2[NH:9][C:8](=[O:10])[N:7]([CH:11]3[CH2:16][CH2:15][N:14]([C:17]4([C:23]#N)[CH2:22][CH2:21][O:20][CH2:19][CH2:18]4)[CH2:13][CH2:12]3)[C:6]=2[CH:25]=1.C[Mg]Br. Product: [ClH:1].[Cl:1][C:2]1[C:3]([C:26]([F:27])([F:28])[F:29])=[CH:4][C:5]2[NH:9][C:8](=[O:10])[N:7]([CH:11]3[CH2:12][CH2:13][N:14]([C:17]4([CH3:23])[CH2:18][CH2:19][O:20][CH2:21][CH2:22]4)[CH2:15][CH2:16]3)[C:6]=2[CH:25]=1. The catalyst class is: 7. (7) Reactant: [F:1][C:2]1[CH:3]=[C:4]([CH2:26][CH2:27][NH2:28])[CH:5]=[CH:6][C:7]=1[C:8]1[S:9][C:10]2[C:15]([N:16]=1)=[CH:14][CH:13]=[C:12]([C:17]1([C:20]3[CH:25]=[CH:24][CH:23]=[CH:22][CH:21]=3)[CH2:19][CH2:18]1)[N:11]=2.[C:29](Cl)(=[O:31])[CH3:30]. Product: [F:1][C:2]1[CH:3]=[C:4]([CH2:26][CH2:27][NH:28][C:29](=[O:31])[CH3:30])[CH:5]=[CH:6][C:7]=1[C:8]1[S:9][C:10]2[C:15]([N:16]=1)=[CH:14][CH:13]=[C:12]([C:17]1([C:20]3[CH:21]=[CH:22][CH:23]=[CH:24][CH:25]=3)[CH2:18][CH2:19]1)[N:11]=2. The catalyst class is: 76. (8) Reactant: N12CCC(CC1)[C@@H]([OH:9])C2.[C:10]([N:17]1C=CN=C1)([N:12]1[CH:16]=[CH:15][N:14]=[CH:13]1)=[O:11]. Product: [C:10](=[O:11])([O-:9])[NH2:17].[N-:12]1[CH:16]=[CH:15][N:14]=[CH:13]1. The catalyst class is: 4. (9) Reactant: [Cl:1][C:2]1[CH:7]=[C:6](Cl)[N:5]=[C:4]2[N:9]([CH:13]([CH3:15])[CH3:14])[N:10]=[C:11]([CH3:12])[C:3]=12.[OH:16][C:17]1[CH:18]=[C:19](B(O)O)[CH:20]=[CH:21][CH:22]=1.C([O-])(O)=O.[Na+]. Product: [Cl:1][C:2]1[CH:7]=[C:6]([C:21]2[CH:22]=[C:17]([OH:16])[CH:18]=[CH:19][CH:20]=2)[N:5]=[C:4]2[N:9]([CH:13]([CH3:15])[CH3:14])[N:10]=[C:11]([CH3:12])[C:3]=12. The catalyst class is: 70. (10) Reactant: [CH3:1][O:2][C:3]([C:5]1[C:13]2[C:8](=[CH:9][C:10]([C:14]3[CH2:19][CH2:18][CH:17]([OH:20])[CH2:16][CH:15]=3)=[CH:11][CH:12]=2)[N:7]([CH3:21])[CH:6]=1)=[O:4]. Product: [CH3:1][O:2][C:3]([C:5]1[C:13]2[C:8](=[CH:9][C:10]([CH:14]3[CH2:19][CH2:18][CH:17]([OH:20])[CH2:16][CH2:15]3)=[CH:11][CH:12]=2)[N:7]([CH3:21])[CH:6]=1)=[O:4]. The catalyst class is: 312.